Predict the reactants needed to synthesize the given product. From a dataset of Full USPTO retrosynthesis dataset with 1.9M reactions from patents (1976-2016). (1) The reactants are: Br[C:2]1[C:10]2[C:5](=[N:6][C:7]([S:11][CH3:12])=[N:8][CH:9]=2)[N:4]([CH2:13][C@H:14]2[CH2:19][CH2:18][C@H:17]([NH:20][C:21](=[O:27])[O:22][C:23]([CH3:26])([CH3:25])[CH3:24])[CH2:16][CH2:15]2)[N:3]=1.[C:28]1(B(O)O)[CH:33]=[CH:32][CH:31]=[CH:30][CH:29]=1.P(=O)([O-])[O-].[K+].[K+].O1CCOCC1. Given the product [C:23]([O:22][C:21](=[O:27])[NH:20][CH:17]1[CH2:18][CH2:19][CH:14]([CH2:13][N:4]2[C:5]3=[N:6][C:7]([S:11][CH3:12])=[N:8][CH:9]=[C:10]3[C:2]([C:28]3[CH:33]=[CH:32][CH:31]=[CH:30][CH:29]=3)=[N:3]2)[CH2:15][CH2:16]1)([CH3:26])([CH3:25])[CH3:24], predict the reactants needed to synthesize it. (2) Given the product [CH3:16][N:14]1[CH:15]=[C:11]([C:9]2[NH:8][C:4]3[N:5]=[CH:6][N:7]=[C:2]([C:29]4[CH:30]=[CH:31][C:24]([O:23][CH:20]5[CH2:21][CH2:22][O:17][CH2:18][CH2:19]5)=[C:25]([CH:28]=4)[C:26]#[N:27])[C:3]=3[CH:10]=2)[CH:12]=[N:13]1, predict the reactants needed to synthesize it. The reactants are: Cl[C:2]1[C:3]2[CH:10]=[C:9]([C:11]3[CH:12]=[N:13][N:14]([CH3:16])[CH:15]=3)[NH:8][C:4]=2[N:5]=[CH:6][N:7]=1.[O:17]1[CH2:22][CH2:21][CH:20]([O:23][C:24]2[CH:31]=[CH:30][C:29](B3OC(C)(C)C(C)(C)O3)=[CH:28][C:25]=2[C:26]#[N:27])[CH2:19][CH2:18]1.C([O-])([O-])=O.[Na+].[Na+].C(#N)C.O. (3) Given the product [F:20][C:14]1[CH:15]=[C:16]([F:19])[CH:17]=[CH:18][C:13]=1[C@@:2]([NH:1][C:30]([NH:29][C:21](=[O:28])[C:22]1[CH:23]=[CH:24][CH:25]=[CH:26][CH:27]=1)=[S:31])([CH2:3][C@@H:4]([OH:5])[C:6]1[C:7]([CH3:11])=[N:8][O:9][CH:10]=1)[CH3:12], predict the reactants needed to synthesize it. The reactants are: [NH2:1][C@@:2]([C:13]1[CH:18]=[CH:17][C:16]([F:19])=[CH:15][C:14]=1[F:20])([CH3:12])[CH2:3][C@H:4]([C:6]1[C:7]([CH3:11])=[N:8][O:9][CH:10]=1)[OH:5].[C:21]([N:29]=[C:30]=[S:31])(=[O:28])[C:22]1[CH:27]=[CH:26][CH:25]=[CH:24][CH:23]=1.